Dataset: Full USPTO retrosynthesis dataset with 1.9M reactions from patents (1976-2016). Task: Predict the reactants needed to synthesize the given product. (1) Given the product [CH2:1]([O:3][C:4](=[O:8])[CH:5]([NH:16][CH2:9][C:10]1[CH:15]=[CH:14][CH:13]=[CH:12][CH:11]=1)[CH3:6])[CH3:2], predict the reactants needed to synthesize it. The reactants are: [CH2:1]([O:3][C:4](=[O:8])[CH:5](Br)[CH3:6])[CH3:2].[CH2:9]([NH2:16])[C:10]1[CH:15]=[CH:14][CH:13]=[CH:12][CH:11]=1.C(=O)([O-])[O-].[K+].[K+]. (2) Given the product [C:8]([S+:11](/[N:13]=[CH:14]/[C:16]1[CH:23]=[CH:22][C:19]([C:20]#[N:21])=[CH:18][CH:17]=1)[O-:12])([CH3:10])([CH3:9])[CH3:7], predict the reactants needed to synthesize it. The reactants are: OS([O-])(=O)=O.[K+].[CH3:7][C:8]([S@@:11]([NH2:13])=[O:12])([CH3:10])[CH3:9].[CH:14]([C:16]1[CH:23]=[CH:22][C:19]([C:20]#[N:21])=[CH:18][CH:17]=1)=O. (3) Given the product [NH2:14][C:11]1[CH:10]=[CH:9][C:8]([NH:7][CH:6]2[CH2:21][CH2:20][O:19][C:18]2=[O:22])=[CH:13][CH:12]=1.[O:22]=[C:18]1[CH:17]([NH:14][C:11]2[CH:10]=[CH:9][C:8]([NH:7][C:6](=[O:15])[O:5][C:1]([CH3:4])([CH3:2])[CH3:3])=[CH:13][CH:12]=2)[CH2:21][CH2:20][O:19]1, predict the reactants needed to synthesize it. The reactants are: [C:1]([O:5][C:6](=[O:15])[NH:7][C:8]1[CH:13]=[CH:12][C:11]([NH2:14])=[CH:10][CH:9]=1)([CH3:4])([CH3:3])[CH3:2].Br[CH:17]1[CH2:21][CH2:20][O:19][C:18]1=[O:22].C([O-])([O-])=O.[K+].[K+]. (4) Given the product [OH:1][C@H:2]1[CH2:3][CH2:4][C@H:5]([NH:8][C:9]2[CH:16]=[C:15]([N:17]3[C:21]4=[N:22][CH:23]=[CH:24][C:25]([C:26]5[CH:27]=[N:28][C:29]6[C:34]([CH:35]=5)=[CH:33][CH:32]=[CH:31][CH:30]=6)=[C:20]4[C:19]([C:36]([F:39])([F:38])[F:37])=[N:18]3)[CH:14]=[CH:13][C:10]=2[C:11]([NH2:12])=[O:42])[CH2:6][CH2:7]1, predict the reactants needed to synthesize it. The reactants are: [OH:1][C@H:2]1[CH2:7][CH2:6][C@H:5]([NH:8][C:9]2[CH:16]=[C:15]([N:17]3[C:21]4=[N:22][CH:23]=[CH:24][C:25]([C:26]5[CH:27]=[N:28][C:29]6[C:34]([CH:35]=5)=[CH:33][CH:32]=[CH:31][CH:30]=6)=[C:20]4[C:19]([C:36]([F:39])([F:38])[F:37])=[N:18]3)[CH:14]=[CH:13][C:10]=2[C:11]#[N:12])[CH2:4][CH2:3]1.C([OH:42])C.[OH-].[Na+].OO. (5) Given the product [C:42]([O:41][C:39](=[O:40])[NH:36][CH2:35][CH2:34][CH2:33][N:65]1[CH2:66][CH2:67][CH:62]([C:60]2[O:59][N:58]=[C:57]([N:50]3[C:51]4[C:56](=[CH:55][CH:54]=[CH:53][CH:52]=4)[C:48]([CH3:47])=[N:49]3)[N:61]=2)[CH2:63][CH2:64]1)([CH3:45])([CH3:44])[CH3:43], predict the reactants needed to synthesize it. The reactants are: FC(F)(F)C(O)=O.C(C1C2C(=CC=CC=2)N(C2N=C(C3CCNCC3)ON=2)N=1)C.ICC[CH:33]1CC[N:36]([C:39]([O:41][C:42]([CH3:45])([CH3:44])[CH3:43])=[O:40])[CH2:35][CH2:34]1.Cl.[CH3:47][C:48]1[C:56]2[C:51](=[CH:52][CH:53]=[CH:54][CH:55]=2)[N:50]([C:57]2[N:61]=[C:60]([CH:62]3[CH2:67][CH2:66][NH:65][CH2:64][CH2:63]3)[O:59][N:58]=2)[N:49]=1.C(OC(=O)NCCCBr)(C)(C)C. (6) The reactants are: [C:1]([O:5][C:6]([N:8]1[CH2:12][CH:11]=[CH:10][CH2:9]1)=[O:7])([CH3:4])([CH3:3])[CH3:2].C1C=C(Cl)C=C(C(OO)=[O:21])C=1. Given the product [C:1]([O:5][C:6]([N:8]1[CH2:12][CH:11]2[CH:10]([O:21]2)[CH2:9]1)=[O:7])([CH3:4])([CH3:2])[CH3:3], predict the reactants needed to synthesize it. (7) Given the product [CH3:1][C:2]1[CH:3]=[C:4]([S:9][C:11]2[N:16]=[C:15]3[N:17]([CH3:28])[C:18]([CH2:22][OH:25])=[N:19][C:14]3=[CH:13][CH:12]=2)[CH:5]=[C:6]([CH3:8])[CH:7]=1, predict the reactants needed to synthesize it. The reactants are: [CH3:1][C:2]1[CH:3]=[C:4]([SH:9])[CH:5]=[C:6]([CH3:8])[CH:7]=1.Cl[C:11]1[N:16]=[C:15]([NH:17][CH3:18])[C:14]([N+:19]([O-])=O)=[CH:13][CH:12]=1.[C:22](=[O:25])([O-])[O-].[K+].[K+].[CH3:28]N(C)C=O. (8) Given the product [CH:25]1([NH:24][C:2]2[CH:9]=[C:8]([N:10]3[C:18]4[CH2:17][C:16]([CH3:20])([CH3:19])[CH2:15][C:14](=[O:21])[C:13]=4[C:12]([CH2:22][CH3:30])=[N:11]3)[CH:7]=[C:6]([F:23])[C:3]=2[C:4]#[N:5])[CH2:29][CH2:28][CH2:27][CH2:26]1, predict the reactants needed to synthesize it. The reactants are: F[C:2]1[CH:9]=[C:8]([N:10]2[C:18]3[CH2:17][C:16]([CH3:20])([CH3:19])[CH2:15][C:14](=[O:21])[C:13]=3[C:12]([CH3:22])=[N:11]2)[CH:7]=[C:6]([F:23])[C:3]=1[C:4]#[N:5].[NH2:24][CH:25]1[CH2:29][CH2:28][CH2:27][CH2:26]1.[CH:30](N(C(C)C)CC)(C)C.